From a dataset of NCI-60 drug combinations with 297,098 pairs across 59 cell lines. Regression. Given two drug SMILES strings and cell line genomic features, predict the synergy score measuring deviation from expected non-interaction effect. (1) Drug 1: C(=O)(N)NO. Drug 2: C1CC(=O)NC(=O)C1N2C(=O)C3=CC=CC=C3C2=O. Cell line: NCI-H522. Synergy scores: CSS=-2.86, Synergy_ZIP=0.449, Synergy_Bliss=-2.30, Synergy_Loewe=-3.44, Synergy_HSA=-4.03. (2) Drug 1: CNC(=O)C1=CC=CC=C1SC2=CC3=C(C=C2)C(=NN3)C=CC4=CC=CC=N4. Drug 2: CS(=O)(=O)CCNCC1=CC=C(O1)C2=CC3=C(C=C2)N=CN=C3NC4=CC(=C(C=C4)OCC5=CC(=CC=C5)F)Cl. Cell line: NCI-H460. Synergy scores: CSS=5.01, Synergy_ZIP=6.95, Synergy_Bliss=4.06, Synergy_Loewe=6.83, Synergy_HSA=4.10. (3) Drug 1: C1CN(CCN1C(=O)CCBr)C(=O)CCBr. Drug 2: C1CC(=O)NC(=O)C1N2C(=O)C3=CC=CC=C3C2=O. Cell line: IGROV1. Synergy scores: CSS=1.36, Synergy_ZIP=-1.70, Synergy_Bliss=-1.36, Synergy_Loewe=-0.0400, Synergy_HSA=-3.48. (4) Drug 1: C1CCC(C1)C(CC#N)N2C=C(C=N2)C3=C4C=CNC4=NC=N3. Drug 2: CCN(CC)CCCC(C)NC1=C2C=C(C=CC2=NC3=C1C=CC(=C3)Cl)OC. Cell line: T-47D. Synergy scores: CSS=6.67, Synergy_ZIP=0.366, Synergy_Bliss=5.34, Synergy_Loewe=-3.82, Synergy_HSA=0.270. (5) Drug 1: CCC1(C2=C(COC1=O)C(=O)N3CC4=CC5=C(C=CC(=C5CN(C)C)O)N=C4C3=C2)O.Cl. Drug 2: CC1C(C(CC(O1)OC2CC(CC3=C2C(=C4C(=C3O)C(=O)C5=C(C4=O)C(=CC=C5)OC)O)(C(=O)CO)O)N)O.Cl. Cell line: U251. Synergy scores: CSS=45.4, Synergy_ZIP=-12.3, Synergy_Bliss=-15.7, Synergy_Loewe=-10.3, Synergy_HSA=-8.56. (6) Drug 1: C1=NC2=C(N=C(N=C2N1C3C(C(C(O3)CO)O)O)F)N. Drug 2: CC1C(C(CC(O1)OC2CC(CC3=C2C(=C4C(=C3O)C(=O)C5=C(C4=O)C(=CC=C5)OC)O)(C(=O)CO)O)N)O.Cl. Cell line: PC-3. Synergy scores: CSS=8.41, Synergy_ZIP=-1.33, Synergy_Bliss=0.150, Synergy_Loewe=-4.52, Synergy_HSA=0.683. (7) Drug 1: CN(CC1=CN=C2C(=N1)C(=NC(=N2)N)N)C3=CC=C(C=C3)C(=O)NC(CCC(=O)O)C(=O)O. Drug 2: CN(C(=O)NC(C=O)C(C(C(CO)O)O)O)N=O. Cell line: SW-620. Synergy scores: CSS=33.3, Synergy_ZIP=-2.77, Synergy_Bliss=-5.82, Synergy_Loewe=-23.0, Synergy_HSA=-5.34. (8) Drug 1: CC1=C(C(CCC1)(C)C)C=CC(=CC=CC(=CC(=O)O)C)C. Drug 2: C1CCC(C(C1)N)N.C(=O)(C(=O)[O-])[O-].[Pt+4]. Cell line: MALME-3M. Synergy scores: CSS=19.1, Synergy_ZIP=-3.15, Synergy_Bliss=1.04, Synergy_Loewe=5.25, Synergy_HSA=6.37. (9) Drug 1: CC1C(C(CC(O1)OC2CC(CC3=C2C(=C4C(=C3O)C(=O)C5=C(C4=O)C(=CC=C5)OC)O)(C(=O)C)O)N)O.Cl. Drug 2: CCC1=C2CN3C(=CC4=C(C3=O)COC(=O)C4(CC)O)C2=NC5=C1C=C(C=C5)O. Cell line: IGROV1. Synergy scores: CSS=37.1, Synergy_ZIP=-12.3, Synergy_Bliss=-3.54, Synergy_Loewe=-1.32, Synergy_HSA=1.10. (10) Drug 1: CCC1(CC2CC(C3=C(CCN(C2)C1)C4=CC=CC=C4N3)(C5=C(C=C6C(=C5)C78CCN9C7C(C=CC9)(C(C(C8N6C)(C(=O)OC)O)OC(=O)C)CC)OC)C(=O)OC)O.OS(=O)(=O)O. Drug 2: CCC1=C2CN3C(=CC4=C(C3=O)COC(=O)C4(CC)O)C2=NC5=C1C=C(C=C5)O. Cell line: M14. Synergy scores: CSS=20.7, Synergy_ZIP=3.52, Synergy_Bliss=10.9, Synergy_Loewe=-16.7, Synergy_HSA=6.16.